This data is from Reaction yield outcomes from USPTO patents with 853,638 reactions. The task is: Predict the reaction yield, written as a fraction of the theoretical maximum amount of product (1.0 means a 100% yield; for example, 0.34 means a 34% yield). (1) The reactants are O=[C:2]1[C:10]2([CH2:19][CH2:18][C:17]3[C:12](=[CH:13][CH:14]=[CH:15][CH:16]=3)[CH2:11]2)[CH2:9][C:8]2[C:3]1=[CH:4][C:5]([C:20]1[CH:21]=[C:22]([CH:25]=[CH:26][CH:27]=1)[C:23]#[N:24])=[CH:6][CH:7]=2.[C:28](=[N:34][Si](C)(C)C)=[N:29][Si](C)(C)C. The catalyst is C(Cl)Cl.Cl[Ti](Cl)(Cl)Cl. The product is [C:23]([C:22]1[CH:21]=[C:20]([C:5]2[CH:4]=[C:3]3[C:8](=[CH:7][CH:6]=2)[CH2:9][C:10]2([CH2:19][CH2:18][C:17]4[C:12](=[CH:13][CH:14]=[CH:15][CH:16]=4)[CH2:11]2)/[C:2]/3=[N:34]/[C:28]#[N:29])[CH:27]=[CH:26][CH:25]=1)#[N:24]. The yield is 0.930. (2) The reactants are P([O-])([O-])([O-])=O.[K+].[K+].[K+].[F:9][C:10]1[CH:15]=[CH:14][C:13](B2OC(C)(C)C(C)(C)O2)=[CH:12][C:11]=1[C@:25]1([CH2:36][F:37])[CH2:30][C@@H:29]([C:31]([F:34])([F:33])[F:32])[O:28][C:27]([NH2:35])=[N:26]1.Br[C:39]1[CH:40]=[CH:41][C:42]([C:45]#[C:46][Si:47]([CH3:50])([CH3:49])[CH3:48])=[N:43][CH:44]=1.CCCCCC. The catalyst is O1CCOCC1.O.O.C(C1C(C(C)(C)C)=C([Pd]Cl)C=CC=1NC)(C)(C)C. The product is [F:9][C:10]1[CH:15]=[CH:14][C:13]([C:39]2[CH:44]=[N:43][C:42]([C:45]#[C:46][Si:47]([CH3:48])([CH3:50])[CH3:49])=[CH:41][CH:40]=2)=[CH:12][C:11]=1[C@:25]1([CH2:36][F:37])[CH2:30][C@@H:29]([C:31]([F:33])([F:32])[F:34])[O:28][C:27]([NH2:35])=[N:26]1. The yield is 0.440.